Dataset: NCI-60 drug combinations with 297,098 pairs across 59 cell lines. Task: Regression. Given two drug SMILES strings and cell line genomic features, predict the synergy score measuring deviation from expected non-interaction effect. (1) Drug 1: C1=NC2=C(N1)C(=S)N=C(N2)N. Drug 2: C1CN(CCN1C(=O)CCBr)C(=O)CCBr. Cell line: BT-549. Synergy scores: CSS=23.0, Synergy_ZIP=-4.50, Synergy_Bliss=2.63, Synergy_Loewe=-0.0452, Synergy_HSA=1.91. (2) Cell line: SK-MEL-5. Drug 1: C1=CC(=CC=C1CCCC(=O)O)N(CCCl)CCCl. Synergy scores: CSS=51.8, Synergy_ZIP=-8.89, Synergy_Bliss=-7.10, Synergy_Loewe=-3.89, Synergy_HSA=-2.19. Drug 2: C1C(C(OC1N2C=C(C(=O)NC2=O)F)CO)O. (3) Drug 1: C1=NC(=NC(=O)N1C2C(C(C(O2)CO)O)O)N. Drug 2: CC(C)(C#N)C1=CC(=CC(=C1)CN2C=NC=N2)C(C)(C)C#N. Cell line: OVCAR-5. Synergy scores: CSS=2.43, Synergy_ZIP=-0.859, Synergy_Bliss=-0.218, Synergy_Loewe=-1.79, Synergy_HSA=-1.68. (4) Drug 1: C1CCC(C1)C(CC#N)N2C=C(C=N2)C3=C4C=CNC4=NC=N3. Drug 2: CC1=C(N=C(N=C1N)C(CC(=O)N)NCC(C(=O)N)N)C(=O)NC(C(C2=CN=CN2)OC3C(C(C(C(O3)CO)O)O)OC4C(C(C(C(O4)CO)O)OC(=O)N)O)C(=O)NC(C)C(C(C)C(=O)NC(C(C)O)C(=O)NCCC5=NC(=CS5)C6=NC(=CS6)C(=O)NCCC[S+](C)C)O. Cell line: M14. Synergy scores: CSS=-12.2, Synergy_ZIP=0.181, Synergy_Bliss=-7.68, Synergy_Loewe=-24.7, Synergy_HSA=-16.7. (5) Drug 1: C1=CC(=C2C(=C1NCCNCCO)C(=O)C3=C(C=CC(=C3C2=O)O)O)NCCNCCO. Drug 2: CC1=C(C(CCC1)(C)C)C=CC(=CC=CC(=CC(=O)O)C)C. Cell line: UACC-257. Synergy scores: CSS=-1.83, Synergy_ZIP=-1.46, Synergy_Bliss=-4.31, Synergy_Loewe=-6.80, Synergy_HSA=-6.02.